Predict the product of the given reaction. From a dataset of Forward reaction prediction with 1.9M reactions from USPTO patents (1976-2016). Given the reactants [NH2:1][C:2]1[S:3][C:4]2[C:9]([NH:10][C@H:11]([CH3:21])[CH2:12][NH:13][C:14](=[O:20])[O:15][C:16]([CH3:19])([CH3:18])[CH3:17])=[N:8][C:7](S(CC3C=CC=CC=3)(=O)=O)=[N:6][C:5]=2[N:32]=1.[Cl:33][C:34]1[C:35]([F:42])=[C:36]([CH2:40][SH:41])[CH:37]=[CH:38][CH:39]=1.C(O)C.[BH4-].[Na+], predict the reaction product. The product is: [NH2:1][C:2]1[S:3][C:4]2[C:9]([NH:10][C@H:11]([CH3:21])[CH2:12][NH:13][C:14](=[O:20])[O:15][C:16]([CH3:17])([CH3:19])[CH3:18])=[N:8][C:7]([S:41][CH2:40][C:36]3[CH:37]=[CH:38][CH:39]=[C:34]([Cl:33])[C:35]=3[F:42])=[N:6][C:5]=2[N:32]=1.